From a dataset of Full USPTO retrosynthesis dataset with 1.9M reactions from patents (1976-2016). Predict the reactants needed to synthesize the given product. (1) Given the product [S:22]1[CH:23]=[CH:24][CH:25]=[C:21]1[C:19]([C:18]1[CH:17]=[N:16][N:15]2[C:5]([C:7]3[S:8][CH:9]=[CH:10][CH:11]=3)=[CH:4][CH:3]=[N:13][C:14]=12)=[O:20], predict the reactants needed to synthesize it. The reactants are: CN(C)[CH:3]=[CH:4][C:5]([C:7]1[S:8][CH:9]=[CH:10][CH:11]=1)=O.[NH2:13][C:14]1[C:18]([C:19]([C:21]2[S:22][CH:23]=[CH:24][CH:25]=2)=[O:20])=[CH:17][NH:16][N:15]=1. (2) Given the product [C:1]([O:5][C:6]([N:8]1[C@H:13]([CH2:14][NH:15][C:25]([C:24]2[CH:23]=[CH:22][CH:21]=[C:20]3[O:16][CH2:17][CH2:18][C:19]=23)=[O:26])[CH2:12][C@H:11]2[C@@H:9]1[CH2:10]2)=[O:7])([CH3:4])([CH3:3])[CH3:2], predict the reactants needed to synthesize it. The reactants are: [C:1]([O:5][C:6]([N:8]1[C@H:13]([CH2:14][NH2:15])[CH2:12][C@H:11]2[C@@H:9]1[CH2:10]2)=[O:7])([CH3:4])([CH3:3])[CH3:2].[O:16]1[C:20]2=[CH:21][CH:22]=[CH:23][C:24]([C:25](O)=[O:26])=[C:19]2[CH2:18][CH2:17]1.